Dataset: Forward reaction prediction with 1.9M reactions from USPTO patents (1976-2016). Task: Predict the product of the given reaction. (1) The product is: [I-:35].[CH2:9]([O:8][C:6](=[O:7])[CH2:5][C@@H:4]([NH:16][S:17]([C:20]1[CH:21]=[N:22][C:23]([O:26][C:27]2[CH:32]=[CH:31][CH:30]=[CH:29][CH:28]=2)=[CH:24][CH:25]=1)(=[O:19])=[O:18])[CH2:3][N+:2]([CH3:34])([CH3:1])[CH3:33])[C:10]1[CH:11]=[CH:12][CH:13]=[CH:14][CH:15]=1. Given the reactants [CH3:1][N:2]([CH3:33])[CH2:3][C@H:4]([NH:16][S:17]([C:20]1[CH:21]=[N:22][C:23]([O:26][C:27]2[CH:32]=[CH:31][CH:30]=[CH:29][CH:28]=2)=[CH:24][CH:25]=1)(=[O:19])=[O:18])[CH2:5][C:6]([O:8][CH2:9][C:10]1[CH:15]=[CH:14][CH:13]=[CH:12][CH:11]=1)=[O:7].[CH3:34][I:35], predict the reaction product. (2) Given the reactants Br[C:2]1[N:3]=[C:4]2[C:10]([C:11](=[O:16])[C:12]([CH3:15])([CH3:14])[CH3:13])=[CH:9][N:8]([CH2:17][O:18][CH2:19][CH2:20][Si:21]([CH3:24])([CH3:23])[CH3:22])[C:5]2=[N:6][CH:7]=1.C(=O)([O-])[O-].[K+].[K+].N1CCC[C@H]1C(O)=O.[NH2:39][C:40]1[CH:45]=[CH:44][CH:43]=[CH:42][CH:41]=1, predict the reaction product. The product is: [CH3:13][C:12]([CH3:15])([CH3:14])[C:11]([C:10]1[C:4]2[C:5](=[N:6][CH:7]=[C:2]([NH:39][C:40]3[CH:45]=[CH:44][CH:43]=[CH:42][CH:41]=3)[N:3]=2)[N:8]([CH2:17][O:18][CH2:19][CH2:20][Si:21]([CH3:24])([CH3:23])[CH3:22])[CH:9]=1)=[O:16]. (3) Given the reactants O=[C:2]([CH3:13])[CH2:3][C:4]1[C:9]([C:10]([OH:12])=[O:11])=[CH:8][N:7]=[CH:6][CH:5]=1.C([O-])(O)=O.[Na+], predict the reaction product. The product is: [CH3:13][C:2]1[O:11][C:10](=[O:12])[C:9]2=[CH:8][N:7]=[CH:6][CH:5]=[C:4]2[CH:3]=1. (4) Given the reactants [C:1]([C:3]1[CH:4]=[CH:5][C:6]([NH:22][C@H:23]([CH3:26])[CH2:24][OH:25])=[C:7]([CH:21]=1)[C:8]([NH:10][CH2:11][C:12]1[CH:20]=[CH:19][C:15]2[O:16][CH2:17][O:18][C:14]=2[CH:13]=1)=[O:9])#[N:2].[OH-:27].[Na+], predict the reaction product. The product is: [C:1]([C:3]1[CH:4]=[CH:5][C:6]([NH:22][C@H:23]([CH3:26])[CH2:24][OH:25])=[C:7]([CH:21]=1)[C:8]([NH:10][CH2:11][C:12]1[CH:20]=[CH:19][C:15]2[O:16][CH2:17][O:18][C:14]=2[CH:13]=1)=[O:9])(=[O:27])[NH2:2]. (5) Given the reactants P(OCCN([CH2:19][CH2:20][CH2:21][O:22][C:23]1[CH:32]=[C:31]2[C:26]([C:27]([NH:33][C:34]3[CH:38]=[C:37]([CH2:39][C:40]([NH:42][C:43]4[CH:48]=[C:47]([F:49])[CH:46]=[C:45]([F:50])[CH:44]=4)=[O:41])[NH:36][N:35]=3)=[N:28][CH:29]=[N:30]2)=[CH:25][C:24]=1[O:51][CH3:52])CC)(OC(C)(C)C)(OC(C)(C)C)=O.C(O)(=O)C.FC1C=C(C=C(F)C=1)N.[ClH:66].CN(C)CCCN=C=NCC.OC1C=CC=C[N+]=1[O-], predict the reaction product. The product is: [Cl:66][CH2:19][CH2:20][CH2:21][O:22][C:23]1[CH:32]=[C:31]2[C:26]([C:27]([NH:33][C:34]3[NH:35][N:36]=[C:37]([CH2:39][C:40]([NH:42][C:43]4[CH:48]=[C:47]([F:49])[CH:46]=[C:45]([F:50])[CH:44]=4)=[O:41])[CH:38]=3)=[N:28][CH:29]=[N:30]2)=[CH:25][C:24]=1[O:51][CH3:52]. (6) The product is: [C:1]([CH:3]1[CH2:7][CH2:6][N:5]([CH2:8][CH:9]([NH:11][C:12]([C:14]2[C:22]3[C:17](=[N:18][CH:19]=[C:20]([C:23]4[C:31]5[C:26](=[CH:27][C:28]([Cl:32])=[CH:29][CH:30]=5)[N:25]([CH3:33])[N:24]=4)[N:21]=3)[NH:16][CH:15]=2)=[O:13])[CH3:10])[CH2:4]1)#[N:2]. Given the reactants [C:1]([CH:3]1[CH2:7][CH2:6][N:5]([CH2:8][CH:9]([NH:11][C:12]([C:14]2[C:22]3[C:17](=[N:18][CH:19]=[C:20]([C:23]4[C:31]5[C:26](=[CH:27][C:28]([Cl:32])=[CH:29][CH:30]=5)[N:25]([CH3:33])[N:24]=4)[N:21]=3)[N:16](COCC[Si](C)(C)C)[CH:15]=2)=[O:13])[CH3:10])[CH2:4]1)#[N:2].FC(F)(F)C(O)=O.C(N)CN.O, predict the reaction product. (7) Given the reactants [CH3:1][O:2][C:3]1[C:4](=[O:22])[C:5]([C:18]([O:20]C)=[O:19])=[CH:6][N:7]2[C@H:12]3[CH2:13][C@@H:14]4[CH2:16][C@@H:15]4[C@H:11]3[NH:10][C:9](=[O:17])[C:8]=12.[H-].[Na+].I[CH3:26].[OH-].[Na+].Cl, predict the reaction product. The product is: [CH3:1][O:2][C:3]1[C:4](=[O:22])[C:5]([C:18]([OH:20])=[O:19])=[CH:6][N:7]2[C@H:12]3[CH2:13][C@@H:14]4[CH2:16][C@@H:15]4[C@H:11]3[N:10]([CH3:26])[C:9](=[O:17])[C:8]=12.